Dataset: Peptide-MHC class I binding affinity with 185,985 pairs from IEDB/IMGT. Task: Regression. Given a peptide amino acid sequence and an MHC pseudo amino acid sequence, predict their binding affinity value. This is MHC class I binding data. (1) The peptide sequence is KMVTQRTIGK. The MHC is HLA-A68:01 with pseudo-sequence HLA-A68:01. The binding affinity (normalized) is 0.201. (2) The peptide sequence is LMAFANQIHH. The MHC is HLA-A31:01 with pseudo-sequence HLA-A31:01. The binding affinity (normalized) is 0.0746. (3) The peptide sequence is VHYGQGWLY. The MHC is HLA-A02:03 with pseudo-sequence HLA-A02:03. The binding affinity (normalized) is 0.0847. (4) The peptide sequence is YYVPLLKRVPS. The MHC is H-2-Kd with pseudo-sequence H-2-Kd. The binding affinity (normalized) is 0.443. (5) The peptide sequence is SFGGASCCLY. The MHC is HLA-A31:01 with pseudo-sequence HLA-A31:01. The binding affinity (normalized) is 0.277.